This data is from Forward reaction prediction with 1.9M reactions from USPTO patents (1976-2016). The task is: Predict the product of the given reaction. (1) Given the reactants C(OC(=O)[NH:7][CH2:8][CH2:9][N:10]([C:28](=[O:36])[C:29]1[CH:34]=[CH:33][CH:32]=[C:31]([Cl:35])[CH:30]=1)[CH2:11][C:12]([N:14]1[CH2:18][C:17](=[O:19])[N:16]([C:20]2[CH:25]=[CH:24][CH:23]=[C:22]([Cl:26])[C:21]=2[CH3:27])[CH2:15]1)=[O:13])(C)(C)C, predict the reaction product. The product is: [NH2:7][CH2:8][CH2:9][N:10]([CH2:11][C:12]([N:14]1[CH2:18][C:17](=[O:19])[N:16]([C:20]2[CH:25]=[CH:24][CH:23]=[C:22]([Cl:26])[C:21]=2[CH3:27])[CH2:15]1)=[O:13])[C:28](=[O:36])[C:29]1[CH:34]=[CH:33][CH:32]=[C:31]([Cl:35])[CH:30]=1. (2) Given the reactants [CH3:1][N:2]([CH3:22])[C:3]1[CH:8]=[CH:7][C:6]([CH:9]([C:11]2[CH:16]=[CH:15][C:14]([O:17][CH3:18])=[C:13]([O:19][CH2:20][CH3:21])[CH:12]=2)[OH:10])=[CH:5][CH:4]=1, predict the reaction product. The product is: [CH3:22][N:2]([CH3:1])[C:3]1[CH:8]=[CH:7][C:6]([C:9]([C:11]2[CH:16]=[CH:15][C:14]([O:17][CH3:18])=[C:13]([O:19][CH2:20][CH3:21])[CH:12]=2)=[O:10])=[CH:5][CH:4]=1. (3) Given the reactants [Br:1][C:2]1[CH:3]=[CH:4][C:5]([O:20]C)=[C:6]([CH2:8][C:9]2[S:10][CH:11]=[C:12]([CH2:14][C:15]([O:17][CH2:18][CH3:19])=[O:16])[N:13]=2)[CH:7]=1.ClC1C=CC(O)=C(CC2SC=C(CC(OCC)=O)N=2)C=1, predict the reaction product. The product is: [Br:1][C:2]1[CH:3]=[CH:4][C:5]([OH:20])=[C:6]([CH2:8][C:9]2[S:10][CH:11]=[C:12]([CH2:14][C:15]([O:17][CH2:18][CH3:19])=[O:16])[N:13]=2)[CH:7]=1. (4) Given the reactants [N:1]1([C:7](=[S:9])[NH2:8])[CH2:6][CH2:5][NH:4][CH2:3][CH2:2]1.Br[CH:11]([CH3:18])[C:12](=O)[C:13]([F:16])([F:15])[F:14], predict the reaction product. The product is: [CH3:18][C:11]1[S:9][C:7]([N:1]2[CH2:6][CH2:5][NH:4][CH2:3][CH2:2]2)=[N:8][C:12]=1[C:13]([F:16])([F:15])[F:14].